From a dataset of Catalyst prediction with 721,799 reactions and 888 catalyst types from USPTO. Predict which catalyst facilitates the given reaction. (1) Reactant: [Br:1][C:2]1[CH:3]=[CH:4][C:5]([F:19])=[C:6]([C:8]2([CH:16]([F:18])[F:17])[NH:13][C:12](=O)[CH:11]([CH3:15])[O:10][CH2:9]2)[CH:7]=1.P12(SP3(SP(SP(S3)(S1)=S)(=S)S2)=S)=[S:21]. Product: [Br:1][C:2]1[CH:3]=[CH:4][C:5]([F:19])=[C:6]([C:8]2([CH:16]([F:18])[F:17])[NH:13][C:12](=[S:21])[CH:11]([CH3:15])[O:10][CH2:9]2)[CH:7]=1. The catalyst class is: 17. (2) Reactant: [F:1][C:2]1[CH:3]=[C:4]([CH:39]=[C:40]([F:44])[C:41]=1[O:42][CH3:43])[CH2:5][N:6]1[C:11]2[CH:12]=[C:13]([C:15]3[CH:20]=[CH:19][C:18]([F:21])=[CH:17][C:16]=3[O:22][CH3:23])[S:14][C:10]=2[C:9](=[O:24])[N:8]([CH:25]2[CH2:30][CH2:29][N:28](C(OC(C)(C)C)=O)[CH2:27][CH2:26]2)[C:7]1=[O:38].[ClH:45]. Product: [ClH:45].[F:44][C:40]1[CH:39]=[C:4]([CH:3]=[C:2]([F:1])[C:41]=1[O:42][CH3:43])[CH2:5][N:6]1[C:11]2[CH:12]=[C:13]([C:15]3[CH:20]=[CH:19][C:18]([F:21])=[CH:17][C:16]=3[O:22][CH3:23])[S:14][C:10]=2[C:9](=[O:24])[N:8]([CH:25]2[CH2:26][CH2:27][NH:28][CH2:29][CH2:30]2)[C:7]1=[O:38]. The catalyst class is: 135. (3) Reactant: [H][H].[CH3:3][CH2:4][O:5][C:6]([N:8]1[CH2:13][CH:12]=[CH:11][CH2:10][N:9]1C(OCC1C=CC=CC=1)=O)=[O:7]. Product: [CH2:4]([O:5][C:6]([N:8]1[CH2:13][CH2:12][CH2:11][CH2:10][NH:9]1)=[O:7])[CH3:3]. The catalyst class is: 178. (4) Product: [OH:20][CH:17]1[CH2:18][CH2:19][CH2:14][CH2:15][CH:16]1[O:1][C:2]1[CH:3]=[C:4]([CH:9]=[CH:10][C:11]=1[O:12][CH3:13])[C:5]([O:7][CH2:8][CH3:21])=[O:6]. Reactant: [OH:1][C:2]1[CH:3]=[C:4]([CH:9]=[CH:10][C:11]=1[O:12][CH3:13])[C:5]([O:7][CH3:8])=[O:6].[CH2:14]1[CH2:19][CH:18]2[O:20][CH:17]2[CH2:16][CH2:15]1.[C:21]([O-])([O-])=O.[K+].[K+]. The catalyst class is: 8.